Dataset: Full USPTO retrosynthesis dataset with 1.9M reactions from patents (1976-2016). Task: Predict the reactants needed to synthesize the given product. Given the product [OH:12][C:13]1[CH:18]=[CH:17][C:16]([CH2:19][CH2:20][N:21]2[C:25]3=[N:26][C:27]([N:31]4[CH2:32][CH:33]5[O:38][CH:36]([CH2:35][CH2:34]5)[CH2:37]4)=[CH:28][C:29](=[O:30])[N:24]3[CH2:23][C@@:22]2([CH3:43])[C:39]([F:42])([F:41])[F:40])=[CH:15][CH:14]=1, predict the reactants needed to synthesize it. The reactants are: C([O-])=O.[NH4+].C([O:12][C:13]1[CH:18]=[CH:17][C:16]([CH2:19][CH2:20][N:21]2[C:25]3=[N:26][C:27]([N:31]4[CH2:37][CH:36]5[O:38][CH:33]([CH2:34][CH2:35]5)[CH2:32]4)=[CH:28][C:29](=[O:30])[N:24]3[CH2:23][C@@:22]2([CH3:43])[C:39]([F:42])([F:41])[F:40])=[CH:15][CH:14]=1)C1C=CC=CC=1.